Dataset: Catalyst prediction with 721,799 reactions and 888 catalyst types from USPTO. Task: Predict which catalyst facilitates the given reaction. (1) Reactant: C(Cl)(=O)C(Cl)=O.[CH3:7][O:8][C@H:9]1[C@@H:13]2[O:14][C:15]([CH3:18])([CH3:17])[O:16][C@H:12]2[C@@H:11]([C:19]([OH:21])=O)[O:10]1.[CH2:22]([NH2:24])[CH3:23].C(OCC)C. Product: [CH2:22]([NH:24][C:19]([C@@H:11]1[C@@H:12]2[C@@H:13]([O:14][C:15]([CH3:17])([CH3:18])[O:16]2)[C@H:9]([O:8][CH3:7])[O:10]1)=[O:21])[CH3:23]. The catalyst class is: 120. (2) Reactant: [CH:1]12[O:8][CH:5]([CH2:6][CH2:7]1)[CH2:4][N:3]([C:9]1[N:17]=[CH:16][CH:15]=[CH:14][C:10]=1[C:11]([O-])=[O:12])[CH2:2]2.[H-].[Al+3].[Li+].[H-].[H-].[H-].O.[OH-].[Na+]. Product: [CH:5]12[O:8][CH:1]([CH2:7][CH2:6]1)[CH2:2][N:3]([C:9]1[C:10]([CH2:11][OH:12])=[CH:14][CH:15]=[CH:16][N:17]=1)[CH2:4]2. The catalyst class is: 1. (3) Reactant: [CH:1]([P:3](=[O:17])([CH:15]=[CH2:16])[C:4]1[CH:9]=[CH:8][C:7]([N+:10]([O-:12])=[O:11])=[C:6]([O:13][CH3:14])[CH:5]=1)=[CH2:2].Cl.[CH2:19]([NH2:21])[CH3:20].[OH-].[Na+].C(N)C. Product: [CH2:19]([N:21]1[CH2:16][CH2:15][P:3](=[O:17])([C:4]2[CH:9]=[CH:8][C:7]([N+:10]([O-:12])=[O:11])=[C:6]([O:13][CH3:14])[CH:5]=2)[CH2:1][CH2:2]1)[CH3:20]. The catalyst class is: 1. (4) Reactant: [Cl:1][C:2]1[CH:12]=[C:11]([C:13]2[CH2:18][CH2:17][C:16](=[O:19])[NH:15][N:14]=2)[CH:10]=[CH:9][C:3]=1[O:4][CH2:5][C:6]([OH:8])=O.Cl.CN(C)CCCN=C=NCC.OC1C2NN=NC=2N=CC=1.[NH2:42][CH2:43][CH2:44][CH2:45][O:46][C:47]1[CH:61]=[CH:60][C:50]([O:51][CH2:52][CH:53]([OH:59])[CH2:54][NH:55][CH:56]([CH3:58])[CH3:57])=[CH:49][CH:48]=1.[OH-].[Na+]. Product: [Cl:1][C:2]1[CH:12]=[C:11]([C:13]2[CH2:18][CH2:17][C:16](=[O:19])[NH:15][N:14]=2)[CH:10]=[CH:9][C:3]=1[O:4][CH2:5][C:6]([NH:42][CH2:43][CH2:44][CH2:45][O:46][C:47]1[CH:61]=[CH:60][C:50]([O:51][CH2:52][CH:53]([OH:59])[CH2:54][NH:55][CH:56]([CH3:57])[CH3:58])=[CH:49][CH:48]=1)=[O:8]. The catalyst class is: 391. (5) Reactant: [OH:1][C@@H:2]([CH2:34]O)[CH2:3][N:4]1[CH:8]=[CH:7][C:6]([NH:9][C:10](=[O:33])[CH:11]([N:17]2[CH2:21][C:20]([O:22][C:23]3[CH:28]=[CH:27][CH:26]=[C:25]([O:29][CH3:30])[C:24]=3[Cl:31])=[CH:19][C:18]2=[O:32])[CH2:12][C:13]([F:16])([CH3:15])[CH3:14])=[N:5]1.[CH3:36]N(C)CCCN=C=NCC.ON1C2C=CC=CC=2N=N1.Cl.O[C@@H](CO)CN1C=CC(NC(=O)[C@@H](N2CC(OC3C=CC=C(Cl)C=3Cl)=CC2=O)CC(C)C)=N1. Product: [OH:1][C:2]([CH3:34])([CH3:36])[CH2:3][N:4]1[CH:8]=[CH:7][C:6]([NH:9][C:10](=[O:33])[CH:11]([N:17]2[CH2:21][C:20]([O:22][C:23]3[CH:28]=[CH:27][CH:26]=[C:25]([O:29][CH3:30])[C:24]=3[Cl:31])=[CH:19][C:18]2=[O:32])[CH2:12][C:13]([F:16])([CH3:14])[CH3:15])=[N:5]1. The catalyst class is: 4.